This data is from Full USPTO retrosynthesis dataset with 1.9M reactions from patents (1976-2016). The task is: Predict the reactants needed to synthesize the given product. (1) Given the product [Br:1][C:2]1[C:10]2[S:9][C:8]([NH:11][C:23](=[O:25])[CH3:24])=[N:7][C:6]=2[CH:5]=[CH:4][CH:3]=1, predict the reactants needed to synthesize it. The reactants are: [Br:1][C:2]1[C:10]2[S:9][C:8]([NH2:11])=[N:7][C:6]=2[CH:5]=[CH:4][CH:3]=1.BrC1C=CC2N=C(N)SC=2C=1.[C:23](OC(=O)C)(=[O:25])[CH3:24].BrC1C=CC2N=C(NC(=O)C)SC=2C=1. (2) The reactants are: I[C:2]1[CH:14]=[CH:13][C:5]([O:6][CH:7]2[CH2:12][CH2:11][CH2:10][CH2:9][O:8]2)=[CH:4][CH:3]=1.CCCCCC.[CH3:21][N:22]([CH3:38])[CH2:23][CH2:24][O:25][C:26]1[CH:27]=[CH:28][C:29]([C:32](N(OC)C)=[O:33])=[N:30][CH:31]=1.C(O)(C)C. Given the product [CH3:21][N:22]([CH3:38])[CH2:23][CH2:24][O:25][C:26]1[CH:27]=[CH:28][C:29]([C:32]([C:2]2[CH:14]=[CH:13][C:5]([O:6][CH:7]3[CH2:12][CH2:11][CH2:10][CH2:9][O:8]3)=[CH:4][CH:3]=2)=[O:33])=[N:30][CH:31]=1, predict the reactants needed to synthesize it. (3) Given the product [CH2:13]1[C:10]2([CH2:11][CH2:12][NH:8][CH2:9]2)[CH2:16][CH2:15][N:14]1[C:17]1[CH:18]=[N:19][C:20]([O:26][C:27]2[CH:28]=[CH:29][C:30]([O:33][C:34]3[CH:39]=[CH:38][CH:37]=[C:36]([F:40])[CH:35]=3)=[CH:31][CH:32]=2)=[C:21]([CH:22]=1)[C:23]([NH2:24])=[O:25], predict the reactants needed to synthesize it. The reactants are: C(OC([N:8]1[CH2:12][CH2:11][C:10]2([CH2:16][CH2:15][N:14]([C:17]3[CH:18]=[N:19][C:20]([O:26][C:27]4[CH:32]=[CH:31][C:30]([O:33][C:34]5[CH:39]=[CH:38][CH:37]=[C:36]([F:40])[CH:35]=5)=[CH:29][CH:28]=4)=[C:21]([C:23](=[O:25])[NH2:24])[CH:22]=3)[CH2:13]2)[CH2:9]1)=O)(C)(C)C.Cl. (4) Given the product [Br:13][C:9]1[C:8]([CH3:14])=[C:7]([N:6]2[C:4](=[O:5])[C:3]3[C:2](=[C:18]([F:19])[CH:17]=[CH:16][CH:15]=3)[NH:1][C:20]2=[O:21])[CH:12]=[CH:11][CH:10]=1, predict the reactants needed to synthesize it. The reactants are: [NH2:1][C:2]1[C:18]([F:19])=[CH:17][CH:16]=[CH:15][C:3]=1[C:4]([NH:6][C:7]1[CH:12]=[CH:11][CH:10]=[C:9]([Br:13])[C:8]=1[CH3:14])=[O:5].[C:20](=O)(OC(Cl)(Cl)Cl)[O:21]C(Cl)(Cl)Cl.C([O-])(O)=O.[Na+]. (5) The reactants are: CC([N:5]([C@@H:9]1[CH2:14][CH2:13][CH2:12][N:11]([C:15]2[CH:20]=[C:19]([C:21]3[CH:26]=[CH:25][C:24]([C:27]#[N:28])=[C:23]([F:29])[CH:22]=3)[N:18]=[C:17]([NH:30][CH3:31])[N:16]=2)[CH2:10]1)C(=O)[O-])(C)C.[ClH:32].O1CCOCC1. Given the product [ClH:32].[NH2:5][C@@H:9]1[CH2:14][CH2:13][CH2:12][N:11]([C:15]2[N:16]=[C:17]([NH:30][CH3:31])[N:18]=[C:19]([C:21]3[CH:26]=[CH:25][C:24]([C:27]#[N:28])=[C:23]([F:29])[CH:22]=3)[CH:20]=2)[CH2:10]1, predict the reactants needed to synthesize it. (6) Given the product [N:2]1[CH:3]=[CH:4][C:5]([N:8]2[CH2:37][CH2:36][C:11]3([CH2:12][CH2:13][N:14]([C:17]([C:19]4[CH:20]=[CH:21][CH:22]=[C:23]5[C:28]=4[CH2:27][NH:26][CH2:25][CH2:24]5)=[O:18])[CH2:15][CH2:16]3)[CH2:10][CH2:9]2)=[CH:6][CH:7]=1, predict the reactants needed to synthesize it. The reactants are: Cl.[N:2]1[CH:7]=[CH:6][C:5]([N:8]2[CH2:37][CH2:36][C:11]3([CH2:16][CH2:15][N:14]([C:17]([C:19]4[CH:20]=[CH:21][CH:22]=[C:23]5[C:28]=4[CH2:27][N:26](C(OC(C)(C)C)=O)[CH2:25][CH2:24]5)=[O:18])[CH2:13][CH2:12]3)[CH2:10][CH2:9]2)=[CH:4][CH:3]=1.